From a dataset of HIV replication inhibition screening data with 41,000+ compounds from the AIDS Antiviral Screen. Binary Classification. Given a drug SMILES string, predict its activity (active/inactive) in a high-throughput screening assay against a specified biological target. (1) The drug is C=CCn1c(=O)c2ccccc2[n+]2c(C)c(C(=O)OCC)sc12.[Cl-]. The result is 1 (active). (2) The compound is COC(=O)C1C(=O)CC(C)(O)C(C(=O)OC)C1c1ccc(N(C)C)cc1. The result is 0 (inactive). (3) The molecule is O=S(=O)(NCCSSCCNS(=O)(=O)c1ccc(F)cc1)c1ccc(F)cc1. The result is 0 (inactive). (4) The drug is OC(c1cc2ccccc2o1)c1cc2ccccc2s1. The result is 0 (inactive). (5) The compound is COCCCNc1nc(N)c(C#N)c(C#N)c1C#N. The result is 0 (inactive). (6) The molecule is O=C(O)c1cc(O)cc(O)c1CNc1ccc(C=Cc2ccc(NCc3c(O)cc(O)cc3C(=O)O)cc2S(=O)(=O)O)c(S(=O)(=O)O)c1.[NaH]. The result is 1 (active). (7) The drug is CC(C)(C)C1CCC2c3c([nH]c4ccccc34)C3C(=O)N(c4ccc([N+](=O)[O-])cc4)C(=O)C3C2C1. The result is 0 (inactive). (8) The result is 0 (inactive). The compound is O=P1(Nc2ccccc2)OCCCN1Cc1ccc(Cl)c(Cl)c1. (9) The drug is O=C1N=NC(=O)c2ccccc21. The result is 0 (inactive).